From a dataset of Full USPTO retrosynthesis dataset with 1.9M reactions from patents (1976-2016). Predict the reactants needed to synthesize the given product. Given the product [CH2:17]1[C:18]2[C:23](=[CH:22][CH:21]=[CH:20][CH:19]=2)[CH2:24][CH:16]1[N:10]([C:11]1[S:12][CH:13]=[CH:14][N:15]=1)[CH2:9][CH2:8][CH:25]1[CH2:30][CH2:29][CH2:28][CH2:27][NH:26]1, predict the reactants needed to synthesize it. The reactants are: C([CH:8]([CH:25]1[CH2:30][CH2:29][CH2:28][CH2:27][NH:26]1)[CH2:9][N:10]([CH:16]1[CH2:24][C:23]2[C:18](=[CH:19][CH:20]=[CH:21][CH:22]=2)[CH2:17]1)[C:11]1[S:12][CH:13]=[CH:14][N:15]=1)C1C=CC=CC=1.ClC(OCC(C)C)=O.CO.